This data is from Reaction yield outcomes from USPTO patents with 853,638 reactions. The task is: Predict the reaction yield, written as a fraction of the theoretical maximum amount of product (1.0 means a 100% yield; for example, 0.34 means a 34% yield). The reactants are [F:1][C:2]([F:29])([F:28])[C:3]1[CH:8]=[C:7]([C:9]2[CH:14]=[CH:13][C:12]([N+:15]([O-])=O)=[CH:11][CH:10]=2)[N:6]=[C:5]([C:18]2[CH:23]=[CH:22][C:21]([C:24]([F:27])([F:26])[F:25])=[CH:20][CH:19]=2)[N:4]=1.FC(F)(F)C1C=C(C2C=CC([N+]([O-])=O)=CC=2)N=C(SC)N=1.[N+](C1C=CC(C(=O)CC(=O)C(F)(F)F)=CC=1)([O-])=O.FC(F)(F)C1C=CC(B(O)O)=CC=1.O1C=CC=C1P(C1OC=CC=1)C1OC=CC=1. The catalyst is C1COCC1.S1C=CC=C1C([O-])=O.[Cu+2].S1C=CC=C1C([O-])=O.C1C=CC(/C=C/C(/C=C/C2C=CC=CC=2)=O)=CC=1.C1C=CC(/C=C/C(/C=C/C2C=CC=CC=2)=O)=CC=1.C1C=CC(/C=C/C(/C=C/C2C=CC=CC=2)=O)=CC=1.C(Cl)(Cl)Cl.[Pd].[Pd]. The product is [F:29][C:2]([F:1])([F:28])[C:3]1[CH:8]=[C:7]([C:9]2[CH:14]=[CH:13][C:12]([NH2:15])=[CH:11][CH:10]=2)[N:6]=[C:5]([C:18]2[CH:23]=[CH:22][C:21]([C:24]([F:27])([F:25])[F:26])=[CH:20][CH:19]=2)[N:4]=1. The yield is 0.410.